This data is from Forward reaction prediction with 1.9M reactions from USPTO patents (1976-2016). The task is: Predict the product of the given reaction. (1) Given the reactants [Br:1][C:2]1[CH:3]=[N:4][CH:5]=[C:6]2[C:11]=1[N:10]=[C:9]([C:12]([OH:14])=[O:13])[CH:8]=[CH:7]2.[C:15](=O)([O-])[O-].[Cs+].[Cs+].CI, predict the reaction product. The product is: [CH3:15][O:13][C:12]([C:9]1[CH:8]=[CH:7][C:6]2[C:11](=[C:2]([Br:1])[CH:3]=[N:4][CH:5]=2)[N:10]=1)=[O:14]. (2) Given the reactants Cl.[NH2:2][C:3]1[CH:32]=[CH:31][C:6]2[NH:7][C:8]([C:13]3[C:14](=[O:30])[C@:15]([CH3:29])([CH2:24][CH2:25][CH:26]([CH3:28])[CH3:27])[C:16]4[C:21]([C:22]=3[OH:23])=[CH:20][CH:19]=[CH:18][CH:17]=4)=[N:9][S:10](=[O:12])(=[O:11])[C:5]=2[CH:4]=1.[C:33](OC(=O)C)(=[O:35])[CH3:34].N1C=CC=CC=1, predict the reaction product. The product is: [OH:23][C:22]1[C:21]2[C:16](=[CH:17][CH:18]=[CH:19][CH:20]=2)[C@@:15]([CH3:29])([CH2:24][CH2:25][CH:26]([CH3:28])[CH3:27])[C:14](=[O:30])[C:13]=1[C:8]1[NH:7][C:6]2[CH:31]=[CH:32][C:3]([NH:2][C:33](=[O:35])[CH3:34])=[CH:4][C:5]=2[S:10](=[O:12])(=[O:11])[N:9]=1.